Dataset: Forward reaction prediction with 1.9M reactions from USPTO patents (1976-2016). Task: Predict the product of the given reaction. (1) Given the reactants [C:1]1([CH2:7][O:8][C:9]2[C:17]3[C:12](=[CH:13][CH:14]=[CH:15][CH:16]=3)[NH:11][C:10]=2C(OC)=O)[CH:6]=[CH:5][CH:4]=[CH:3][CH:2]=1.[H-].[Na+].[CH3:24][C:25]1[CH:32]=[CH:31][C:28]([CH2:29]Br)=[CH:27][CH:26]=1.[N:33]1[CH:38]=[CH:37][CH:36]=[C:35]([NH-:39])[CH:34]=1.[Li+].CN([CH:44]=[O:45])C, predict the reaction product. The product is: [CH3:24][C:25]1[CH:32]=[CH:31][C:28]([CH2:29][N:11]2[C:12]3[C:17](=[CH:16][CH:15]=[CH:14][CH:13]=3)[C:9]([O:8][CH2:7][C:1]3[CH:2]=[CH:3][CH:4]=[CH:5][CH:6]=3)=[C:10]2[N:39]([C:35]2[CH:34]=[N:33][CH:38]=[CH:37][CH:36]=2)[CH:44]=[O:45])=[CH:27][CH:26]=1. (2) Given the reactants [NH2:1][C:2]1[CH:3]=[C:4]([C:8]2[C:13]3[N:14]([C:17]4[CH:22]=[CH:21][CH:20]=[CH:19][CH:18]=4)[CH:15]=[N:16][C:12]=3[CH:11]=[C:10]([C:23](OCC)=[O:24])[CH:9]=2)[CH:5]=[CH:6][CH:7]=1.C(=O)(O)[O-].[Na+], predict the reaction product. The product is: [NH2:1][C:2]1[CH:3]=[C:4]([C:8]2[C:13]3[N:14]([C:17]4[CH:22]=[CH:21][CH:20]=[CH:19][CH:18]=4)[CH:15]=[N:16][C:12]=3[CH:11]=[C:10]([CH2:23][OH:24])[CH:9]=2)[CH:5]=[CH:6][CH:7]=1. (3) Given the reactants [CH2:1]([O:8][C:9]1[CH:10]=[CH:11][C:12]([O:18][CH3:19])=[C:13]([CH:17]=1)[NH:14][CH2:15][CH3:16])[C:2]1[CH:7]=[CH:6][CH:5]=[CH:4][CH:3]=1.CCN(C(C)C)C(C)C.I[CH2:30][CH2:31][CH2:32][C:33]([O:35][CH3:36])=[O:34], predict the reaction product. The product is: [CH2:1]([O:8][C:9]1[CH:10]=[CH:11][C:12]([O:18][CH3:19])=[C:13]([N:14]([CH2:15][CH3:16])[CH2:30][CH2:31][CH2:32][C:33]([O:35][CH3:36])=[O:34])[CH:17]=1)[C:2]1[CH:3]=[CH:4][CH:5]=[CH:6][CH:7]=1. (4) Given the reactants [NH2:1][C@H:2]1[C:11]2[C:6](=[CH:7][CH:8]=[C:9]([F:12])[CH:10]=2)[N:5]([C:13](=[O:15])[CH3:14])[C@@H:4]([CH:16]2[CH2:18][CH2:17]2)[C@@H:3]1[CH3:19].Br[C:21]1[CH:26]=[CH:25][CH:24]=[C:23]([CH3:27])[N:22]=1.CC(C)([O-])C.[Na+].CN(C1C(C2C(P(C3CCCCC3)C3CCCCC3)=CC=CC=2)=CC=CC=1)C, predict the reaction product. The product is: [CH:16]1([C@H:4]2[C@H:3]([CH3:19])[C@@H:2]([NH:1][C:21]3[CH:26]=[CH:25][CH:24]=[C:23]([CH3:27])[N:22]=3)[C:11]3[C:6](=[CH:7][CH:8]=[C:9]([F:12])[CH:10]=3)[N:5]2[C:13](=[O:15])[CH3:14])[CH2:18][CH2:17]1.